This data is from Peptide-MHC class I binding affinity with 185,985 pairs from IEDB/IMGT. The task is: Regression. Given a peptide amino acid sequence and an MHC pseudo amino acid sequence, predict their binding affinity value. This is MHC class I binding data. (1) The peptide sequence is ASPRIGDQL. The MHC is Mamu-A01 with pseudo-sequence Mamu-A01. The binding affinity (normalized) is 0.943. (2) The MHC is HLA-B18:01 with pseudo-sequence HLA-B18:01. The binding affinity (normalized) is 0.0847. The peptide sequence is KCNPNLHYW. (3) The peptide sequence is AAPDGIRGF. The MHC is HLA-B07:02 with pseudo-sequence HLA-B07:02. The binding affinity (normalized) is 0.131. (4) The peptide sequence is MYIFFASFY. The MHC is HLA-A24:02 with pseudo-sequence HLA-A24:02. The binding affinity (normalized) is 0.115. (5) The peptide sequence is YMKPGSSPL. The MHC is HLA-B58:01 with pseudo-sequence HLA-B58:01. The binding affinity (normalized) is 0.0847. (6) The peptide sequence is VILPDKIDGL. The MHC is HLA-A02:01 with pseudo-sequence HLA-A02:01. The binding affinity (normalized) is 0.308.